From a dataset of Forward reaction prediction with 1.9M reactions from USPTO patents (1976-2016). Predict the product of the given reaction. (1) Given the reactants [CH3:1][O:2][C:3]1[CH:4]=[C:5]([N:11]2[CH2:20][C:19]3[C:14](=[N:15][C:16](S(C)=O)=[N:17][CH:18]=3)[NH:13][C:12]2=[O:24])[CH:6]=[C:7]([O:9][CH3:10])[CH:8]=1.[CH2:25]([N:27]([CH2:30][CH2:31][CH2:32][CH2:33][NH2:34])[CH2:28][CH3:29])[CH3:26].C12(CS(O)(=O)=O)C(C)(C)C(CC1)CC2=O, predict the reaction product. The product is: [CH2:25]([N:27]([CH2:28][CH3:29])[CH2:30][CH2:31][CH2:32][CH2:33][NH:34][C:16]1[N:15]=[C:14]2[NH:13][C:12](=[O:24])[N:11]([C:5]3[CH:4]=[C:3]([O:2][CH3:1])[CH:8]=[C:7]([O:9][CH3:10])[CH:6]=3)[CH2:20][C:19]2=[CH:18][N:17]=1)[CH3:26]. (2) The product is: [CH3:2][O:3][C:4]1[CH:5]=[C:6]2[C:11](=[C:12]([NH:14][CH2:17][CH2:16][C:15]([OH:19])=[O:18])[CH:13]=1)[N:10]=[CH:9][CH:8]=[CH:7]2. Given the reactants Br.[CH3:2][O:3][C:4]1[CH:5]=[C:6]2[C:11](=[C:12]([NH2:14])[CH:13]=1)[N:10]=[CH:9][CH:8]=[CH:7]2.[C:15]([OH:19])(=[O:18])[CH:16]=[CH2:17].C(N(CC)CC)C.[OH-].[Na+], predict the reaction product. (3) Given the reactants [C:1]([C:4]12[CH2:11][CH2:10][C:7]([NH:12][CH2:13][C:14]([N:16]3[CH2:20][C@@H:19]([F:21])[CH2:18][C@H:17]3[C:22]#[N:23])=[O:15])([CH2:8][CH2:9]1)[CH2:6][CH2:5]2)([OH:3])=O.[NH2:24][C:25]1[CH:30]=[CH:29][C:28]([Cl:31])=[CH:27][C:26]=1[CH3:32], predict the reaction product. The product is: [Cl:31][C:28]1[CH:29]=[CH:30][C:25]([NH:24][C:1]([C:4]23[CH2:5][CH2:6][C:7]([NH:12][CH2:13][C:14]([N:16]4[CH2:20][C@@H:19]([F:21])[CH2:18][C@H:17]4[C:22]#[N:23])=[O:15])([CH2:8][CH2:9]2)[CH2:10][CH2:11]3)=[O:3])=[C:26]([CH3:32])[CH:27]=1. (4) Given the reactants O[CH2:2][C:3]1[CH:8]=[CH:7][C:6]([CH2:9][CH:10]([NH:12][C:13]2[N:18]=[C:17]([N:19]3[CH2:24][CH2:23][C:22](=[O:25])[N:21]4[CH2:26][CH:27]=[C:28]([C:30]5[CH:35]=[CH:34][CH:33]=[CH:32][CH:31]=5)[N:29]=[C:20]34)[CH:16]=[CH:15][N:14]=2)[CH3:11])=[CH:5][CH:4]=1.N12CCCN=C1CCCCC2.C1(P([N:61]=[N+:62]=[N-:63])(C2C=CC=CC=2)=O)C=CC=CC=1, predict the reaction product. The product is: [N:61]([CH2:2][C:3]1[CH:8]=[CH:7][C:6]([CH2:9][CH:10]([NH:12][C:13]2[N:18]=[C:17]([N:19]3[CH2:24][CH2:23][C:22](=[O:25])[N:21]4[CH2:26][CH:27]=[C:28]([C:30]5[CH:35]=[CH:34][CH:33]=[CH:32][CH:31]=5)[N:29]=[C:20]34)[CH:16]=[CH:15][N:14]=2)[CH3:11])=[CH:5][CH:4]=1)=[N+:62]=[N-:63]. (5) Given the reactants [C:1]([N:5]1[C:13](=[O:14])[NH:12][C:11]2[C:6]1=[N:7][C:8]([C:18]1[CH:23]=[CH:22][CH:21]=[C:20]([OH:24])[CH:19]=1)=[N:9][C:10]=2[C:15]([O-])=[O:16])([CH3:4])([CH3:3])[CH3:2].[NH2:25]C1C(C([O-])=O)=NC(C2C=CC=C(O)C=2)=NC=1NC(C)(C)C.C(N1C=CN=C1)(N1C=CN=C1)=O, predict the reaction product. The product is: [C:1]([N:5]1[C:13](=[O:14])[NH:12][C:11]2[C:6]1=[N:7][C:8]([C:18]1[CH:23]=[CH:22][CH:21]=[C:20]([OH:24])[CH:19]=1)=[N:9][C:10]=2[C:15]([NH2:25])=[O:16])([CH3:2])([CH3:3])[CH3:4].